From a dataset of Full USPTO retrosynthesis dataset with 1.9M reactions from patents (1976-2016). Predict the reactants needed to synthesize the given product. (1) Given the product [CH:1]1([C:4]2[NH:8][C:7]3[CH:16]=[C:17]([C:22]4[C:23]([CH3:28])=[N:24][O:25][C:26]=4[CH3:27])[CH:18]=[C:19]([C@H:20]4[N:30]([CH3:29])[C:53](=[O:55])[CH2:54][C@@H:50]4[S:47]([C:41]4[CH:46]=[CH:45][CH:44]=[CH:43][CH:42]=4)(=[O:49])=[O:48])[C:6]=3[N:5]=2)[CH2:2][CH2:3]1, predict the reactants needed to synthesize it. The reactants are: [CH:1]1([C:4]2[N:8](C(OC(C)(C)C)=O)[C:7]3[CH:16]=[C:17]([C:22]4[C:23]([CH3:28])=[N:24][O:25][C:26]=4[CH3:27])[CH:18]=[C:19]([CH:20]=O)[C:6]=3[N:5]=2)[CH2:3][CH2:2]1.[CH3:29][NH2:30].C(OC(OCC)OCC)C.[C:41]1([S:47]([CH:50]2[CH2:54][C:53](=[O:55])OC2=O)(=[O:49])=[O:48])[CH:46]=[CH:45][CH:44]=[CH:43][CH:42]=1.C(=O)([O-])[O-].[K+].[K+]. (2) Given the product [CH:1]1([CH:4]([OH:5])[C:6]2[CH:7]=[C:8]([CH:14]=[CH:15][CH:16]=2)[C:9]([O:11][CH2:12][CH3:13])=[O:10])[CH2:3][CH2:2]1, predict the reactants needed to synthesize it. The reactants are: [CH:1]1([C:4]([C:6]2[CH:7]=[C:8]([CH:14]=[CH:15][CH:16]=2)[C:9]([O:11][CH2:12][CH3:13])=[O:10])=[O:5])[CH2:3][CH2:2]1.[BH4-].[Na+].